Dataset: Catalyst prediction with 721,799 reactions and 888 catalyst types from USPTO. Task: Predict which catalyst facilitates the given reaction. Reactant: [Br:1][C:2]1[CH:3]=[C:4]2[C:8](=[C:9]([C:11]([O:13][CH2:14][CH3:15])=[O:12])[CH:10]=1)[NH:7][CH:6]=[C:5]2[CH:16]1[CH2:20][CH2:19]S[CH2:17]1.C(N(CC(O)=O)CC(O)=O)CN(CC(O)=O)CC(O)=O.O[O:42][S:43]([O-:45])=O.[K+].C(=O)(O)[O-].[Na+]. Product: [Br:1][C:2]1[CH:3]=[C:4]2[C:8](=[C:9]([C:11]([O:13][CH2:14][CH3:15])=[O:12])[CH:10]=1)[NH:7][CH:6]=[C:5]2[CH:16]1[CH2:20][CH2:19][S:43](=[O:45])(=[O:42])[CH2:17]1. The catalyst class is: 149.